This data is from Forward reaction prediction with 1.9M reactions from USPTO patents (1976-2016). The task is: Predict the product of the given reaction. Given the reactants [C:1]([NH:4][C:5]1[CH:6]=[C:7]([CH:26]=[CH:27][CH:28]=1)[C:8]([NH:10][C:11]1[C:12]([C:22]([O:24]C)=[O:23])=[N:13][N:14]([CH:16]2[CH2:21][CH2:20][CH2:19][CH2:18][O:17]2)[CH:15]=1)=[O:9])(=[O:3])[CH3:2].Cl, predict the reaction product. The product is: [C:1]([NH:4][C:5]1[CH:6]=[C:7]([CH:26]=[CH:27][CH:28]=1)[C:8]([NH:10][C:11]1[C:12]([C:22]([OH:24])=[O:23])=[N:13][N:14]([CH:16]2[CH2:21][CH2:20][CH2:19][CH2:18][O:17]2)[CH:15]=1)=[O:9])(=[O:3])[CH3:2].